The task is: Predict the product of the given reaction.. This data is from Forward reaction prediction with 1.9M reactions from USPTO patents (1976-2016). (1) Given the reactants [CH:1]1([C@H:7]2[N:12]3[CH:13]=[C:14]([C:19]([OH:21])=O)[C:15]4[CH:16]=[CH:17][CH:18]=[C:10]([C:11]=43)[O:9][CH2:8]2)[CH2:6][CH2:5][CH2:4][CH2:3][CH2:2]1.C(Cl)(=O)C([Cl:25])=O, predict the reaction product. The product is: [CH:1]1([C@H:7]2[N:12]3[CH:13]=[C:14]([C:19]([Cl:25])=[O:21])[C:15]4[CH:16]=[CH:17][CH:18]=[C:10]([C:11]=43)[O:9][CH2:8]2)[CH2:6][CH2:5][CH2:4][CH2:3][CH2:2]1. (2) Given the reactants [F-].C([N+](CCCC)(CCCC)CCCC)CCC.[OH:19][C@H:20]1[C@H:24]([C:25]#[C:26][Si](C)(C)C)[CH2:23][N:22]([C:31]([O:33][C:34]([CH3:37])([CH3:36])[CH3:35])=[O:32])[CH2:21]1, predict the reaction product. The product is: [C:25]([C@@H:24]1[CH2:23][N:22]([C:31]([O:33][C:34]([CH3:36])([CH3:35])[CH3:37])=[O:32])[CH2:21][C@H:20]1[OH:19])#[CH:26]. (3) Given the reactants Cl[C:2]1[N:10]=[CH:9][N:8]=[C:7]2[C:3]=1[N:4]=[CH:5][N:6]2[CH:11]1[CH2:16][CH2:15][CH2:14][CH2:13][O:12]1.ClC1N=CN=C2C=1NC=N2.[OH:27][C:28]1[CH:33]=[CH:32][C:31]([NH2:34])=[CH:30][CH:29]=1.C(N(C(C)C)C(C)C)C, predict the reaction product. The product is: [OH:27][C:28]1[CH:33]=[CH:32][C:31]([NH:34][C:2]2[N:10]=[CH:9][N:8]=[C:7]3[C:3]=2[N:4]=[CH:5][N:6]3[CH:11]2[CH2:16][CH2:15][CH2:14][CH2:13][O:12]2)=[CH:30][CH:29]=1. (4) Given the reactants [Cl:1][C:2]1[CH:3]=[C:4]([N:9]2[C:18]3[C:13](=[CH:14][N:15]=[C:16]4[CH:22]=[CH:21][C:20]([C:23]5[CH:24]=[N:25][C:26]([O:29]C)=[CH:27][CH:28]=5)=[CH:19][C:17]4=3)[CH:12]=[CH:11][C:10]2=[O:31])[CH:5]=[CH:6][C:7]=1[F:8].[Si](I)(C)(C)C, predict the reaction product. The product is: [Cl:1][C:2]1[CH:3]=[C:4]([N:9]2[C:18]3[C:13](=[CH:14][N:15]=[C:16]4[CH:22]=[CH:21][C:20]([C:23]5[CH:28]=[CH:27][C:26](=[O:29])[NH:25][CH:24]=5)=[CH:19][C:17]4=3)[CH:12]=[CH:11][C:10]2=[O:31])[CH:5]=[CH:6][C:7]=1[F:8]. (5) Given the reactants [CH2:1]([O:3][C:4](=[O:18])[CH:5]([O:15][CH2:16][CH3:17])[CH2:6][C:7]1[CH:12]=[CH:11][C:10]([OH:13])=[CH:9][C:8]=1[CH3:14])[CH3:2].Cl[CH2:20][C:21]1[N:22]=[C:23]([C:26]2[CH:31]=[CH:30][C:29]([CH:32]([CH3:34])[CH3:33])=[CH:28][CH:27]=2)[S:24][CH:25]=1.C(C1C=CC(C(N)=S)=CC=1)(C)C.ClCC(CCl)=O.C(=O)([O-])[O-].[Cs+].[Cs+].[I-].[K+], predict the reaction product. The product is: [CH2:1]([O:3][C:4](=[O:18])[CH:5]([O:15][CH2:16][CH3:17])[CH2:6][C:7]1[CH:12]=[CH:11][C:10]([O:13][CH2:20][C:21]2[N:22]=[C:23]([C:26]3[CH:31]=[CH:30][C:29]([CH:32]([CH3:34])[CH3:33])=[CH:28][CH:27]=3)[S:24][CH:25]=2)=[CH:9][C:8]=1[CH3:14])[CH3:2]. (6) Given the reactants N[C:2]1[N:3]=[C:4]([OH:19])[C:5]2[CH2:10][N:9]([CH2:11][C:12]3[CH:17]=[CH:16][CH:15]=[CH:14][CH:13]=3)[C:8](=[O:18])[C:6]=2[N:7]=1.O.Cl.N([O-])=[O:23].[Na+], predict the reaction product. The product is: [CH2:11]([N:9]1[CH2:10][C:5]2[C:4]([OH:19])=[N:3][C:2]([OH:23])=[N:7][C:6]=2[C:8]1=[O:18])[C:12]1[CH:17]=[CH:16][CH:15]=[CH:14][CH:13]=1.